This data is from Catalyst prediction with 721,799 reactions and 888 catalyst types from USPTO. The task is: Predict which catalyst facilitates the given reaction. (1) Reactant: [H-].[Na+].[NH:3]1[C:8]2[N:9]=[CH:10][CH:11]=[CH:12][C:7]=2[C:6](=[O:13])[O:5][C:4]1=[O:14].[CH2:15](Br)[CH2:16][CH2:17][CH3:18]. Product: [CH2:15]([N:3]1[C:8]2[N:9]=[CH:10][CH:11]=[CH:12][C:7]=2[C:6](=[O:13])[O:5][C:4]1=[O:14])[CH2:16][CH2:17][CH3:18]. The catalyst class is: 44. (2) Reactant: I[C:2]1[CH:15]=[CH:14][C:5]([NH:6][C:7](=[O:13])[O:8][C:9]([CH3:12])([CH3:11])[CH3:10])=[C:4]([CH3:16])[CH:3]=1.C([Li])CCC.C[O:23][C:24]([CH:26]1[CH2:28][CH2:27]1)=O.[Cl-].[NH4+]. Product: [CH:26]1([C:24]([C:2]2[CH:15]=[CH:14][C:5]([NH:6][C:7](=[O:13])[O:8][C:9]([CH3:12])([CH3:11])[CH3:10])=[C:4]([CH3:16])[CH:3]=2)=[O:23])[CH2:28][CH2:27]1. The catalyst class is: 310. (3) Reactant: [CH:1]1([C:4]([OH:6])=O)[CH2:3][CH2:2]1.Cl.CN(C)CCCN=C=NCC.[O:19]1[CH2:24][CH2:23][CH2:22][CH2:21][CH:20]1[N:25]1[C:33]2[C:28](=[CH:29][C:30]([C:34]3[N:38]=[CH:37][N:36]([C:39]([C:52]4[CH:57]=[CH:56][CH:55]=[CH:54][CH:53]=4)([C:46]4[CH:51]=[CH:50][CH:49]=[CH:48][CH:47]=4)[C:40]4[CH:45]=[CH:44][CH:43]=[CH:42][CH:41]=4)[N:35]=3)=[CH:31][CH:32]=2)[C:27]([C:58]2[CH:59]=[C:60]([NH2:64])[CH:61]=[CH:62][CH:63]=2)=[N:26]1. Product: [CH:1]1([C:4]([NH:64][C:60]2[CH:61]=[CH:62][CH:63]=[C:58]([C:27]3[C:28]4[C:33](=[CH:32][CH:31]=[C:30]([C:34]5[N:38]=[CH:37][N:36]([C:39]([C:40]6[CH:41]=[CH:42][CH:43]=[CH:44][CH:45]=6)([C:46]6[CH:51]=[CH:50][CH:49]=[CH:48][CH:47]=6)[C:52]6[CH:57]=[CH:56][CH:55]=[CH:54][CH:53]=6)[N:35]=5)[CH:29]=4)[N:25]([CH:20]4[CH2:21][CH2:22][CH2:23][CH2:24][O:19]4)[N:26]=3)[CH:59]=2)=[O:6])[CH2:3][CH2:2]1. The catalyst class is: 4. (4) The catalyst class is: 752. Reactant: Br[C:2]1[CH:3]=[C:4]2[C:9](=[CH:10][CH:11]=1)[N:8]=[C:7]([NH:12][CH2:13][CH2:14][CH2:15][N:16]([CH3:18])[CH3:17])[N:6]=[CH:5]2.[CH:19]1([NH:22][C:23](=[O:40])[C:24]2[CH:29]=[CH:28][C:27]([CH3:30])=[C:26](B3OC(C)(C)C(C)(C)O3)[CH:25]=2)[CH2:21][CH2:20]1.[F-].[Cs+].O. Product: [CH:19]1([NH:22][C:23](=[O:40])[C:24]2[CH:29]=[CH:28][C:27]([CH3:30])=[C:26]([C:2]3[CH:3]=[C:4]4[C:9](=[CH:10][CH:11]=3)[N:8]=[C:7]([NH:12][CH2:13][CH2:14][CH2:15][N:16]([CH3:18])[CH3:17])[N:6]=[CH:5]4)[CH:25]=2)[CH2:20][CH2:21]1. (5) Reactant: [Cl:1][C:2]1[CH:3]=[C:4]([CH:9]2[CH2:14][CH2:13][CH2:12][N:11]3[C:15]([C:18]4[CH:23]=[CH:22][C:21]([C:24]5[O:28][C:27]([CH3:29])=[N:26][CH:25]=5)=[C:20]([O:30][CH3:31])[CH:19]=4)=[N:16][N:17]=[C:10]23)[CH:5]=[CH:6][C:7]=1[Cl:8].[H-].[Na+].[CH2:34]=[O:35]. Product: [Cl:1][C:2]1[CH:3]=[C:4]([C:9]2([CH2:34][OH:35])[CH2:14][CH2:13][CH2:12][N:11]3[C:15]([C:18]4[CH:23]=[CH:22][C:21]([C:24]5[O:28][C:27]([CH3:29])=[N:26][CH:25]=5)=[C:20]([O:30][CH3:31])[CH:19]=4)=[N:16][N:17]=[C:10]23)[CH:5]=[CH:6][C:7]=1[Cl:8]. The catalyst class is: 18.